Predict the product of the given reaction. From a dataset of Forward reaction prediction with 1.9M reactions from USPTO patents (1976-2016). (1) Given the reactants [C:1]([NH:5][C:6](=[O:18])[C:7]([C:9]1[CH:10]=[C:11]([C:15]([OH:17])=O)[N:12]([CH3:14])[CH:13]=1)=[O:8])([CH3:4])([CH3:3])[CH3:2].[C:19]([C:21]1[CH:22]=[C:23]([CH:25]=[CH:26][C:27]=1[F:28])[NH2:24])#[N:20].C(N(CC)C(C)C)(C)C.F[P-](F)(F)(F)(F)F.N1(OC(N(C)C)=[N+](C)C)C2N=CC=CC=2N=N1, predict the reaction product. The product is: [C:1]([NH:5][C:6](=[O:18])[C:7]([C:9]1[CH:10]=[C:11]([C:15]([NH:24][C:23]2[CH:25]=[CH:26][C:27]([F:28])=[C:21]([C:19]#[N:20])[CH:22]=2)=[O:17])[N:12]([CH3:14])[CH:13]=1)=[O:8])([CH3:2])([CH3:3])[CH3:4]. (2) Given the reactants [C@@H:1]1([NH:11][C:12]([C:14]2[CH:19]=[CH:18][N:17]=[C:16]([C:20]3[CH:25]=[C:24]([N:26]4[CH2:31][CH2:30][CH2:29][CH2:28][CH2:27]4)[CH:23]=[CH:22][C:21]=3[NH:32][C:33]([C:35]3[CH:36]=[C:37]([CH:41]=[CH:42][CH:43]=3)[C:38](O)=[O:39])=[O:34])[CH:15]=2)=[O:13])[C:10]2[C:5](=[CH:6][CH:7]=[CH:8][CH:9]=2)[CH2:4][CH2:3][CH2:2]1.[CH3:44][NH:45][CH2:46][CH2:47][CH2:48][N:49]1[CH2:54][CH2:53][O:52][CH2:51][CH2:50]1.CCN=C=NCCCN(C)C.Cl, predict the reaction product. The product is: [CH3:44][N:45]([CH2:46][CH2:47][CH2:48][N:49]1[CH2:50][CH2:51][O:52][CH2:53][CH2:54]1)[C:38](=[O:39])[C:37]1[CH:41]=[CH:42][CH:43]=[C:35]([C:33]([NH:32][C:21]2[CH:22]=[CH:23][C:24]([N:26]3[CH2:31][CH2:30][CH2:29][CH2:28][CH2:27]3)=[CH:25][C:20]=2[C:16]2[CH:15]=[C:14]([C:12](=[O:13])[NH:11][C@@H:1]3[C:10]4[C:5](=[CH:6][CH:7]=[CH:8][CH:9]=4)[CH2:4][CH2:3][CH2:2]3)[CH:19]=[CH:18][N:17]=2)=[O:34])[CH:36]=1. (3) Given the reactants [CH:1]1([C@@H:4]2[O:13][CH2:12][C@:7]3([C:14]4[CH:19]=[CH:18][C:17]([F:20])=[CH:16][C:15]=4[F:21])[NH:8][O:9][C@@H:10]([CH3:11])[C@@H:6]3[CH2:5]2)[CH2:3][CH2:2]1.N[C@@]1(C2C=CC(F)=CC=2F)CO[C@@H](COCC2C=CC=CC=2)C[C@H]1CO, predict the reaction product. The product is: [NH2:8][C@@:7]1([C:14]2[CH:19]=[CH:18][C:17]([F:20])=[CH:16][C:15]=2[F:21])[CH2:12][O:13][C@@H:4]([CH:1]2[CH2:3][CH2:2]2)[CH2:5][C@H:6]1[C@@H:10]([OH:9])[CH3:11]. (4) Given the reactants [F:1][C:2]([F:27])([F:26])[C:3]1[CH:4]=[C:5]([C:9]2[N:13]3[N:14]=[C:15]([NH:18][C@H:19]4[CH2:24][CH2:23][C@H:22]([NH2:25])[CH2:21][CH2:20]4)[CH:16]=[CH:17][C:12]3=[N:11][CH:10]=2)[CH:6]=[CH:7][CH:8]=1.CCN(C(C)C)C(C)C.[CH3:37][S:38](Cl)(=[O:40])=[O:39], predict the reaction product. The product is: [F:27][C:2]([F:26])([F:1])[C:3]1[CH:4]=[C:5]([C:9]2[N:13]3[N:14]=[C:15]([NH:18][C@H:19]4[CH2:20][CH2:21][C@H:22]([NH:25][S:38]([CH3:37])(=[O:40])=[O:39])[CH2:23][CH2:24]4)[CH:16]=[CH:17][C:12]3=[N:11][CH:10]=2)[CH:6]=[CH:7][CH:8]=1. (5) Given the reactants Cl[C:2]1[C:11]2[C:6](=[CH:7][CH:8]=[CH:9][CH:10]=2)[N:5]=[CH:4][CH:3]=1.C([NH2:15])(=O)C.C([O-])([O-])=O.[K+].[K+], predict the reaction product. The product is: [NH2:15][C:2]1[C:11]2[C:6](=[CH:7][CH:8]=[CH:9][CH:10]=2)[N:5]=[CH:4][CH:3]=1. (6) The product is: [C:35]([O:34][C:32]([N:13]1[CH2:14][CH2:15][N:16]([C:2]2[CH:7]=[N:6][C:5]([N+:8]([O-:10])=[O:9])=[CH:4][CH:3]=2)[CH2:17][C:12]1([CH3:18])[CH3:11])=[O:33])([CH3:38])([CH3:37])[CH3:36]. Given the reactants Br[C:2]1[CH:3]=[CH:4][C:5]([N+:8]([O-:10])=[O:9])=[N:6][CH:7]=1.[CH3:11][C:12]1([CH3:18])[CH2:17][NH:16][CH2:15][CH2:14][NH:13]1.C(=O)([O-])[O-].[K+].[K+].C(N(CC)CC)C.[C:32](O[C:32]([O:34][C:35]([CH3:38])([CH3:37])[CH3:36])=[O:33])([O:34][C:35]([CH3:38])([CH3:37])[CH3:36])=[O:33], predict the reaction product. (7) Given the reactants [CH2:1]([NH:7][C:8]1[S:9][CH:10]=[C:11]([C:13]2[CH:18]=[CH:17][CH:16]=[CH:15][CH:14]=2)[N:12]=1)[CH2:2][CH2:3][CH2:4][CH2:5][CH3:6].[H-].[Na+].Cl[CH2:22][C:23]1[CH:42]=[CH:41][C:26]([CH2:27][O:28][C:29]2[CH:34]=[CH:33][C:32]([CH2:35][CH2:36][C:37]([O:39][CH3:40])=[O:38])=[CH:31][CH:30]=2)=[CH:25][CH:24]=1.Cl, predict the reaction product. The product is: [CH2:1]([N:7]([CH2:22][C:23]1[CH:42]=[CH:41][C:26]([CH2:27][O:28][C:29]2[CH:34]=[CH:33][C:32]([CH2:35][CH2:36][C:37]([O:39][CH3:40])=[O:38])=[CH:31][CH:30]=2)=[CH:25][CH:24]=1)[C:8]1[S:9][CH:10]=[C:11]([C:13]2[CH:18]=[CH:17][CH:16]=[CH:15][CH:14]=2)[N:12]=1)[CH2:2][CH2:3][CH2:4][CH2:5][CH3:6]. (8) Given the reactants F[C:2]1[C:7]([C:8]2([F:14])[CH2:13][CH2:12][O:11][CH2:10][CH2:9]2)=[N:6][CH:5]=[CH:4][N:3]=1.[S:15]1[C:19]2[CH:20]=[CH:21][CH:22]=[CH:23][C:18]=2[N:17]=[C:16]1[NH:24][C:25]1[CH:30]=[CH:29][C:28]([OH:31])=[CH:27][CH:26]=1.C(=O)([O-])[O-].[Cs+].[Cs+], predict the reaction product. The product is: [F:14][C:8]1([C:7]2[C:2]([O:31][C:28]3[CH:27]=[CH:26][C:25]([NH:24][C:16]4[S:15][C:19]5[CH:20]=[CH:21][CH:22]=[CH:23][C:18]=5[N:17]=4)=[CH:30][CH:29]=3)=[N:3][CH:4]=[CH:5][N:6]=2)[CH2:13][CH2:12][O:11][CH2:10][CH2:9]1. (9) The product is: [Cl:9][CH2:10][C:11]1[N:8]=[C:6]([C:2]2[S:1][CH:5]=[CH:4][CH:3]=2)[O:7][CH:12]=1. Given the reactants [S:1]1[CH:5]=[CH:4][CH:3]=[C:2]1[C:6]([NH2:8])=[O:7].[Cl:9][CH2:10][C:11](=O)[CH2:12]Cl, predict the reaction product. (10) Given the reactants [NH2:1][CH2:2][CH2:3][CH2:4][N:5]1[C:17]2[C:16]3[CH2:15][CH2:14][CH2:13][CH2:12][C:11]=3[N:10]=[C:9]([NH2:18])[C:8]=2[N:7]=[C:6]1[CH2:19][CH2:20][O:21][CH3:22].[N:23]1([C:29](Cl)=[O:30])[CH2:28][CH2:27][O:26][CH2:25][CH2:24]1, predict the reaction product. The product is: [NH2:18][C:9]1[C:8]2[N:7]=[C:6]([CH2:19][CH2:20][O:21][CH3:22])[N:5]([CH2:4][CH2:3][CH2:2][NH:1][C:29]([N:23]3[CH2:28][CH2:27][O:26][CH2:25][CH2:24]3)=[O:30])[C:17]=2[C:16]2[CH2:15][CH2:14][CH2:13][CH2:12][C:11]=2[N:10]=1.